Dataset: Full USPTO retrosynthesis dataset with 1.9M reactions from patents (1976-2016). Task: Predict the reactants needed to synthesize the given product. (1) Given the product [NH2:3][CH2:12][C@@H:13]1[CH2:19][C@H:18]2[C@H:16]([CH2:17]2)[CH2:15][N:14]1[C:20]([O:22][C:23]([CH3:26])([CH3:25])[CH3:24])=[O:21], predict the reactants needed to synthesize it. The reactants are: O=C1C2C(=CC=CC=2)C(=O)[N:3]1[CH2:12][C@@H:13]1[CH2:19][C@H:18]2[C@H:16]([CH2:17]2)[CH2:15][N:14]1[C:20]([O:22][C:23]([CH3:26])([CH3:25])[CH3:24])=[O:21].NN. (2) Given the product [CH:27]1([N:15]([C:16]2[CH:21]=[CH:20][CH:19]=[C:18]([NH:22][S:23]([CH3:26])(=[O:24])=[O:25])[CH:17]=2)[C:13](=[O:14])[N:12]([CH3:34])[C:10]2[S:11][C:7]([S:6][CH2:5][C:4]([OH:3])=[O:33])=[CH:8][N:9]=2)[CH2:31][CH2:30][CH2:29][CH2:28]1, predict the reactants needed to synthesize it. The reactants are: C([O:3][C:4](=[O:33])[CH2:5][S:6][C:7]1[S:11][C:10]([NH:12][C:13]([N:15]([CH2:27][CH:28]2C[CH2:31][CH2:30][CH2:29]2)[C:16]2[CH:21]=[CH:20][CH:19]=[C:18]([NH:22][S:23]([CH3:26])(=[O:25])=[O:24])[CH:17]=2)=[O:14])=[N:9][CH:8]=1)C.[CH:34]1(CN(C2C=CC(F)=C(F)C=2)C(=O)NC2SC=C(CC(O)=O)N=2)CCCC1.NC1C=C(NS(C)(=O)=O)C=CC=1.C1(C=O)CCCC1.C(OC(=O)CSC1SC(N)=NC=1)C.